Dataset: Experimentally validated miRNA-target interactions with 360,000+ pairs, plus equal number of negative samples. Task: Binary Classification. Given a miRNA mature sequence and a target amino acid sequence, predict their likelihood of interaction. (1) The miRNA is hsa-miR-542-5p with sequence UCGGGGAUCAUCAUGUCACGAGA. The protein sequence of the target gene is MARGPGPLGRPRPDTVAMPKRGKRLKFRAHDACSGRVTVADYANSDPAVVRSGRVKKAVANAVQQEVKSLCGLEASQVPAEEALSGAGEPCDIIDSSDEMDAQEESIHERTVSRKKKSKRHKEELDGAGGEEYPMDIWLLLASYIRPEDIVNFSLICKNAWTVTCTAAFWTRLYRRHYTLDASLPLRLRPESMEKLRCLRACVIRSLYHMYEPFAARISKNPAIPESTPSTLKNSKCLLFWCRKIVGNRQEPMWEFNFKFKKQSPRLKSKCTGGLQPPVQYEDVHTNPDQDCCLLQVTTL.... Result: 0 (no interaction). (2) The miRNA is hsa-miR-125a-3p with sequence ACAGGUGAGGUUCUUGGGAGCC. The protein sequence of the target gene is MLRVLCLLRPWRPLRARGCASDGAAGGSEIQVRALAGPDQGITEILMNRPSARNALGNVFVSELLETLAQLREDRQVRVLLFRSGVKGVFCAGADLKEREQMSEAEVGVFVQRLRGLMNDIAAFPAPTIAAMDGFALGGGLELALACDLRVAASSAVMGLIETTRGLLPGAGGTQRLPRCLGVALAKELIFTGRRLSGTEAHVLGLVNHAVAQNEEGDAAYQRARALAQEILPQAPIAVRLGKVAIDRGTEVDIASGMAIEGMCYAQNIPTRDRLEGMAAFREKRTPKFVGK. Result: 0 (no interaction). (3) The miRNA is mmu-miR-23b-3p with sequence AUCACAUUGCCAGGGAUUACC. The protein sequence of the target gene is MIHLGHILFLLLLPVAAAQTTPGERSSLPAFYPGTSGSCSGCGSLSLPLLAGLVAADAVASLLIVGAVFLCARPRRSPAQEDGKVYINMPGRG. Result: 0 (no interaction). (4) The miRNA is hsa-miR-3154 with sequence CAGAAGGGGAGUUGGGAGCAGA. The protein sequence of the target gene is MLSGVWFLSVLTVAGILQTESRKTAKDICKIRCLCEEKENVLNINCENKGFTTVSLLQPPQYRIYQLFLNGNLLTRLYPNEFVNYSNAVTLHLGNNGLQEIRPGAFSGLKTLKRLHLNNNKLEVLREDTFLGLESLEYLQADYNYISTIEAGAFSKLNKLKVLILNDNLLLSLPSNVFRFVLLTHLDLRGNRLKVMPFAGVLEHIGGIMEIQLEENPWNCTCDLLPLKAWLDTITVFVGEIVCETPFRLHGKDVTQLTRQDLCPRKSASGDSSQRSSHSDTHVQRLTPTTNPALNPTRAP.... Result: 0 (no interaction). (5) The miRNA is hsa-miR-3944-5p with sequence UGUGCAGCAGGCCAACCGAGA. The protein sequence of the target gene is MEAWRCVRKGYGHCVVGRGRYPMFPHHSRSLGRDWTTPWENLQRCCWNRHISSCMRWPGHYSRAPYPYFSSRHFSLNWRPPCLFESRTQFQYCNWRPDNLSQTSLIHLSSYVMNAEGDEPSSKRRKHQGVIKRNWEYICSHDKEKTKILGDKNVDPKCEDSENKFDFSVMSYNILSQDLLEDNSHLYRHCRRPVLHWSFRFPNILKEIKHFDADVLCLQEVQEDHYGAEIRPSLESLGYHCEYKMRTGRKPDGCAICFKHSKFSLLSVNPVEFFRPDISLLDRDNVGLVLLLQPKIPYAA.... Result: 1 (interaction). (6) The miRNA is hsa-miR-509-5p with sequence UACUGCAGACAGUGGCAAUCA. The protein sequence of the target gene is MAGPAIHTAPMLFLVLLLPLELSLAGALAPGTPARNLPENHIDLPGPALWTPQASHHRRRGPGKKEWGPGLPSQAQDGAVVTATRQASRLPEAEGLLPEQSPAGLLQDKDLLLGLALPYPEKENRPPGWERTRKRSREHKRRRDRLRLHQGRALVRGPSSLMKKAELSEAQVLDAAMEESSTSLAPTMFFLTTFEAAPATEESLILPVTSLRPQQAQPRSDGEVMPTLDMALFDWTDYEDLKPDGWPSAKKKEKHRGKLSSDGNETSPAEGEPCDHHQDCLPGTCCDLREHLCTPHNRGL.... Result: 1 (interaction). (7) The miRNA is hsa-miR-6885-3p with sequence CUUUGCUUCCUGCUCCCCUAG. The protein sequence of the target gene is MSSPSPGKRRMDTDVVKLIESKHEVTILGGLNEFVVKFYGPQGTPYEGGVWKVRVDLPDKYPFKSPSIGFMNKIFHPNIDEASGTVCLDVINQTWTALYDLTNIFESFLPQLLAYPNPIDPLNGDAAAMYLHRPEEYKQKIKEYIQKYATEEALKEQEEGTGDSSSESSMSDFSEDEAQDMEL. Result: 1 (interaction).